This data is from Forward reaction prediction with 1.9M reactions from USPTO patents (1976-2016). The task is: Predict the product of the given reaction. (1) Given the reactants [C:1]([C:5]1[CH:42]=[CH:41][C:8]([O:9][C:10]2[CH:15]=[CH:14][C:13](/[CH:16]=[CH:17]/[C:18]3[N:19]([CH2:31][C:32]4[CH:37]=[CH:36][C:35]([N+:38]([O-])=O)=[CH:34][CH:33]=4)[CH:20]=[C:21]([C:23]4[CH:28]=[CH:27][C:26]([Cl:29])=[CH:25][C:24]=4[Cl:30])[N:22]=3)=[CH:12][CH:11]=2)=[CH:7][CH:6]=1)([CH3:4])([CH3:3])[CH3:2].Br[CH2:44][C:45]([O:47][CH3:48])=[O:46], predict the reaction product. The product is: [CH3:48][O:47][C:45](=[O:46])[CH2:44][NH:38][C:35]1[CH:34]=[CH:33][C:32]([CH2:31][N:19]2[CH:20]=[C:21]([C:23]3[CH:28]=[CH:27][C:26]([Cl:29])=[CH:25][C:24]=3[Cl:30])[N:22]=[C:18]2/[CH:17]=[CH:16]/[C:13]2[CH:12]=[CH:11][C:10]([O:9][C:8]3[CH:41]=[CH:42][C:5]([C:1]([CH3:2])([CH3:3])[CH3:4])=[CH:6][CH:7]=3)=[CH:15][CH:14]=2)=[CH:37][CH:36]=1. (2) Given the reactants [F:1][C:2]1[CH:43]=[CH:42][CH:41]=[C:40]([F:44])[C:3]=1[CH2:4][N:5]1[C:10]2=[N:11][N:12]([C:18]3[CH:23]=[CH:22][C:21]([NH:24][C:25]([NH:27][O:28][CH3:29])=[O:26])=[CH:20][CH:19]=3)[C:13]([CH2:14][N:15]([CH3:17])[CH3:16])=[C:9]2[C:8](=[O:30])[N:7]([C:31]2[N:32]=[N:33][C:34]([O:37]C)=[CH:35][CH:36]=2)[C:6]1=[O:39].Br.C(=O)(O)[O-].[Na+], predict the reaction product. The product is: [F:44][C:40]1[CH:41]=[CH:42][CH:43]=[C:2]([F:1])[C:3]=1[CH2:4][N:5]1[C:10]2=[N:11][N:12]([C:18]3[CH:23]=[CH:22][C:21]([NH:24][C:25]([NH:27][O:28][CH3:29])=[O:26])=[CH:20][CH:19]=3)[C:13]([CH2:14][N:15]([CH3:17])[CH3:16])=[C:9]2[C:8](=[O:30])[N:7]([C:31]2[N:32]=[N:33][C:34]([OH:37])=[CH:35][CH:36]=2)[C:6]1=[O:39]. (3) Given the reactants C([O:8][NH:9][C:10](=[O:37])[C:11]1[C:16]([O:17]CC2C=CC=CC=2)=[C:15]([CH2:25][OH:26])[C:14]([CH2:27][NH:28][CH2:29][C:30]2[CH:35]=[CH:34][C:33]([F:36])=[CH:32][CH:31]=2)=[CH:13][N:12]=1)C1C=CC=CC=1.[CH3:38]O, predict the reaction product. The product is: [F:36][C:33]1[CH:34]=[CH:35][C:30]([CH2:29][NH:28][CH2:27][C:14]2[C:15]([CH2:25][O:26][CH3:38])=[C:16]([OH:17])[C:11]([C:10]([NH:9][OH:8])=[O:37])=[N:12][CH:13]=2)=[CH:31][CH:32]=1. (4) Given the reactants [CH3:1][C:2]1[CH:3]=[CH:4][C:5]([N:8]2[C:16]3[C:11](=[CH:12][C:13]([NH2:17])=[CH:14][CH:15]=3)[CH:10]=[N:9]2)=[N:6][CH:7]=1.Cl[C:19]1[C:24]([NH:25][C:26](=O)[O:27]C(C)(C)C)=[CH:23][CH:22]=[CH:21][N:20]=1.CC1(C)C2C(=C(P(C3C=CC=CC=3)C3C=CC=CC=3)C=CC=2)OC2C(P(C3C=CC=CC=3)C3C=CC=CC=3)=CC=CC1=2.CC(C)([O-])C.[Na+], predict the reaction product. The product is: [CH3:1][C:2]1[CH:3]=[CH:4][C:5]([N:8]2[C:16]3[C:11](=[CH:12][C:13]([N:17]4[C:19]5=[N:20][CH:21]=[CH:22][CH:23]=[C:24]5[NH:25][C:26]4=[O:27])=[CH:14][CH:15]=3)[CH:10]=[N:9]2)=[N:6][CH:7]=1. (5) Given the reactants [C:1]([C:3]1[CH:4]=[C:5]([C:14]2[S:15][C:16]([C:20]([O:22]CC)=[O:21])=[C:17]([CH3:19])[N:18]=2)[CH:6]=[CH:7][C:8]=1[O:9][CH2:10][CH:11]([CH3:13])[CH3:12])#[N:2].CC(C)=O.[OH-].[Na+].Cl, predict the reaction product. The product is: [CH3:19][C:17]1[N:18]=[C:14]([C:5]2[CH:6]=[CH:7][C:8]([O:9][CH2:10][CH:11]([CH3:13])[CH3:12])=[C:3]([C:1]#[N:2])[CH:4]=2)[S:15][C:16]=1[C:20]([OH:22])=[O:21]. (6) Given the reactants [Cl-].[NH4+].O.[CH3:4][O:5][CH2:6][CH2:7][N:8]1[C:16]2[C:11](=[C:12]([N+:17]([O-])=O)[CH:13]=[CH:14][CH:15]=2)[CH:10]=[N:9]1.[CH3:20][O:21][CH2:22][CH2:23][N:24]1[CH:32]=[C:31]2[C:26]([CH:27]=[CH:28][CH:29]=[C:30]2[N+:33]([O-])=O)=[N:25]1, predict the reaction product. The product is: [CH3:4][O:5][CH2:6][CH2:7][N:8]1[C:16]2[CH:15]=[CH:14][CH:13]=[C:12]([NH2:17])[C:11]=2[CH:10]=[N:9]1.[CH3:20][O:21][CH2:22][CH2:23][N:24]1[CH:32]=[C:31]2[C:26]([CH:27]=[CH:28][CH:29]=[C:30]2[NH2:33])=[N:25]1. (7) Given the reactants [Cl:1][C:2]1[CH:7]=[CH:6][C:5]([N:8]2[C:12](=[O:13])[CH2:11][CH:10]([C:14]([OH:16])=O)[CH2:9]2)=[CH:4][CH:3]=1.[F:17][C:18]([F:31])([F:30])[C:19]1[CH:20]=[C:21]([CH:23]=[C:24]([C:26]([F:29])([F:28])[F:27])[CH:25]=1)[NH2:22].Cl.CN(C)CCCN=C=NCC, predict the reaction product. The product is: [F:17][C:18]([F:30])([F:31])[C:19]1[CH:20]=[C:21]([NH:22][C:14]([CH:10]2[CH2:11][C:12](=[O:13])[N:8]([C:5]3[CH:4]=[CH:3][C:2]([Cl:1])=[CH:7][CH:6]=3)[CH2:9]2)=[O:16])[CH:23]=[C:24]([C:26]([F:27])([F:29])[F:28])[CH:25]=1. (8) The product is: [O:1]=[C:2]1[C:7]([O:8][C:9]2[CH:10]=[C:11]([C:17]#[N:18])[CH:12]=[C:13]([CH:16]=2)[C:14]#[N:15])=[C:6]([C:19]([F:20])([F:22])[F:21])[CH:5]=[CH:4][N:3]1[CH2:24][C:25]1[C:33]2[C:28](=[N:29][CH:30]=[CH:31][CH:32]=2)[NH:27][N:26]=1. Given the reactants [O:1]=[C:2]1[C:7]([O:8][C:9]2[CH:10]=[C:11]([C:17]#[N:18])[CH:12]=[C:13]([CH:16]=2)[C:14]#[N:15])=[C:6]([C:19]([F:22])([F:21])[F:20])[CH:5]=[CH:4][NH:3]1.Br[CH2:24][C:25]1[C:33]2[C:28](=[N:29][CH:30]=[CH:31][CH:32]=2)[N:27](C(OC(C)(C)C)=O)[N:26]=1.C(=O)([O-])[O-].[K+].[K+].O, predict the reaction product.